Task: Predict the product of the given reaction.. Dataset: Forward reaction prediction with 1.9M reactions from USPTO patents (1976-2016) The product is: [C:46]([O-:48])(=[O:47])[CH3:45].[NH4+:2].[F:21][C:22]1[CH:27]=[CH:26][C:25]([C:28]2[C:36]([C:37]([NH:38][CH3:39])=[O:40])=[C:35]3[N:30]([N:31]=[CH:32][C:33]([C:41]4[CH:49]=[C:45]([C:46](=[O:47])[NH:11][C:8]5([C:3]6[N:4]=[CH:5][CH:6]=[CH:7][N:2]=6)[CH2:10][CH2:9]5)[C:44]([O:50][CH3:51])=[CH:43][C:42]=4[CH3:52])=[CH:34]3)[N:29]=2)=[CH:24][CH:23]=1. Given the reactants Cl.[N:2]1[CH:7]=[CH:6][CH:5]=[N:4][C:3]=1[C:8]1([NH2:11])[CH2:10][CH2:9]1.C(N(C(C)C)CC)(C)C.[F:21][C:22]1[CH:27]=[CH:26][C:25]([C:28]2[C:36]([C:37](=[O:40])[NH:38][CH3:39])=[C:35]3[N:30]([N:31]=[CH:32][C:33]([C:41]4[C:42]([CH3:52])=[CH:43][C:44]([O:50][CH3:51])=[C:45]([CH:49]=4)[C:46]([OH:48])=[O:47])=[CH:34]3)[N:29]=2)=[CH:24][CH:23]=1.CN(C(ON1N=NC2C=CC=NC1=2)=[N+](C)C)C.F[P-](F)(F)(F)(F)F, predict the reaction product.